From a dataset of Catalyst prediction with 721,799 reactions and 888 catalyst types from USPTO. Predict which catalyst facilitates the given reaction. (1) Reactant: Cl.Cl.[F:3][C:4]1[CH:9]=[C:8]([F:10])[CH:7]=[CH:6][C:5]=1[C:11]1[N:12]=[N:13][N:14]2[C:19]=1[CH2:18][O:17][C@H:16]1[CH2:20][NH:21][CH2:22][C@H:15]21.CCN(C(C)C)C(C)C.[CH3:32][C:33]1[O:34][C:35]([CH3:41])=[CH:36][C:37]=1[C:38](Cl)=[O:39]. Product: [F:3][C:4]1[CH:9]=[C:8]([F:10])[CH:7]=[CH:6][C:5]=1[C:11]1[N:12]=[N:13][N:14]2[C:19]=1[CH2:18][O:17][C@H:16]1[CH2:20][N:21]([C:38]([C:37]3[CH:36]=[C:35]([CH3:41])[O:34][C:33]=3[CH3:32])=[O:39])[CH2:22][C@H:15]21. The catalyst class is: 2. (2) Reactant: [Cl:1][C:2]1[N:3]=[C:4](Cl)[C:5]2[CH2:10][CH2:9][CH:8]([C:11]3[CH:16]=[CH:15][C:14]([F:17])=[CH:13][CH:12]=3)[C:6]=2[N:7]=1.C(N(C(C)C)CC)(C)C.[CH2:28]([NH2:31])[CH2:29][NH2:30]. Product: [Cl:1][C:2]1[N:3]=[C:4]([NH:30][CH2:29][CH2:28][NH2:31])[C:5]2[CH2:10][CH2:9][CH:8]([C:11]3[CH:16]=[CH:15][C:14]([F:17])=[CH:13][CH:12]=3)[C:6]=2[N:7]=1. The catalyst class is: 10.